This data is from Forward reaction prediction with 1.9M reactions from USPTO patents (1976-2016). The task is: Predict the product of the given reaction. (1) Given the reactants [F:1][C:2]([F:22])([F:21])[C:3]1[CH:4]=[C:5]([CH:14]=[C:15]([C:17]([F:20])([F:19])[F:18])[CH:16]=1)[CH2:6][NH:7][C:8]1[N:9]=[N:10][N:11]([CH3:13])[N:12]=1.CC(C)([O-])C.[K+].[Br:29][C:30]1[CH:35]=[CH:34][C:33]([C:36]([F:39])([F:38])[F:37])=[CH:32][C:31]=1[CH2:40]Br, predict the reaction product. The product is: [F:18][C:17]([F:19])([F:20])[C:15]1[CH:14]=[C:5]([CH:4]=[C:3]([C:2]([F:1])([F:21])[F:22])[CH:16]=1)[CH2:6][N:7]([CH2:40][C:31]1[CH:32]=[C:33]([C:36]([F:37])([F:39])[F:38])[CH:34]=[CH:35][C:30]=1[Br:29])[C:8]1[N:9]=[N:10][N:11]([CH3:13])[N:12]=1. (2) Given the reactants [CH:1]1([CH2:4][N:5]2[C:14](=[O:15])[C:13]3[C:8](=[CH:9][CH:10]=[C:11]([N+:16]([O-])=O)[CH:12]=3)[N:7]([CH:19]([CH3:21])[CH3:20])[C:6]2=[O:22])[CH2:3][CH2:2]1.CO.[H][H], predict the reaction product. The product is: [NH2:16][C:11]1[CH:12]=[C:13]2[C:8](=[CH:9][CH:10]=1)[N:7]([CH:19]([CH3:21])[CH3:20])[C:6](=[O:22])[N:5]([CH2:4][CH:1]1[CH2:3][CH2:2]1)[C:14]2=[O:15]. (3) Given the reactants [Cl:1][C:2]1[CH:3]=[C:4]([C:9]2[CH2:10][CH2:11][C:12](=[O:15])[NH:13][N:14]=2)[CH:5]=[CH:6][C:7]=1[OH:8].C(=O)([O-])[O-].[K+].[K+].I[CH2:23][CH2:24][CH2:25][O:26][CH2:27][CH2:28][C:29]1[CH:34]=[CH:33][C:32]([O:35][C:36](=[O:41])[C:37]([CH3:40])([CH3:39])[CH3:38])=[CH:31][CH:30]=1.C(OCC)(=O)C, predict the reaction product. The product is: [Cl:1][C:2]1[CH:3]=[C:4]([C:9]2[CH2:10][CH2:11][C:12](=[O:15])[NH:13][N:14]=2)[CH:5]=[CH:6][C:7]=1[O:8][CH2:23][CH2:24][CH2:25][O:26][CH2:27][CH2:28][C:29]1[CH:30]=[CH:31][C:32]([O:35][C:36](=[O:41])[C:37]([CH3:40])([CH3:39])[CH3:38])=[CH:33][CH:34]=1. (4) Given the reactants Br[C:2]1[CH:7]=[CH:6][C:5]([C:8]2[NH:12][C:11]([C@@H:13]3[CH2:17][CH2:16][CH2:15][N:14]3[C:18]([O:20][C:21]([CH3:24])([CH3:23])[CH3:22])=[O:19])=[N:10][CH:9]=2)=[CH:4][CH:3]=1.[B:25]1([B:25]2[O:29][C:28]([CH3:31])([CH3:30])[C:27]([CH3:33])([CH3:32])[O:26]2)[O:29][C:28]([CH3:31])([CH3:30])[C:27]([CH3:33])([CH3:32])[O:26]1.C([O-])(=O)C.[K+], predict the reaction product. The product is: [CH3:32][C:27]1([CH3:33])[C:28]([CH3:31])([CH3:30])[O:29][B:25]([C:2]2[CH:7]=[CH:6][C:5]([C:8]3[NH:12][C:11]([C@@H:13]4[CH2:17][CH2:16][CH2:15][N:14]4[C:18]([O:20][C:21]([CH3:24])([CH3:23])[CH3:22])=[O:19])=[N:10][CH:9]=3)=[CH:4][CH:3]=2)[O:26]1. (5) Given the reactants [F:1][C:2]1[CH:7]=[C:6]([F:8])[CH:5]=[CH:4][C:3]=1[S:9](Cl)(=[O:11])=[O:10].[Si:13]([O:20][CH2:21][CH2:22][NH:23][CH3:24])([C:16]([CH3:19])([CH3:18])[CH3:17])([CH3:15])[CH3:14], predict the reaction product. The product is: [CH3:19][C:16]([Si:13]([CH3:14])([CH3:15])[O:20][CH2:21][CH2:22][N:23]([CH3:24])[S:9]([C:3]1[CH:4]=[CH:5][C:6]([F:8])=[CH:7][C:2]=1[F:1])(=[O:11])=[O:10])([CH3:17])[CH3:18]. (6) The product is: [CH:27]1([NH:1][CH:2]2[CH2:7][CH2:6][CH2:5][CH2:4][CH:3]2[NH:8][C:9](=[O:26])[C:10]2[C:15]([C:16]([F:19])([F:18])[F:17])=[CH:14][C:13]([C:20]([F:21])([F:22])[F:23])=[CH:12][C:11]=2[O:24][CH3:25])[CH2:32][CH2:31][CH2:30][CH2:29][CH2:28]1. Given the reactants [NH2:1][C@H:2]1[CH2:7][CH2:6][CH2:5][CH2:4][C@H:3]1[NH:8][C:9](=[O:26])[C:10]1[C:15]([C:16]([F:19])([F:18])[F:17])=[CH:14][C:13]([C:20]([F:23])([F:22])[F:21])=[CH:12][C:11]=1[O:24][CH3:25].[C:27]1(=O)[CH2:32][CH2:31][CH2:30][CH2:29][CH2:28]1, predict the reaction product.